Dataset: Forward reaction prediction with 1.9M reactions from USPTO patents (1976-2016). Task: Predict the product of the given reaction. (1) Given the reactants [CH3:1][N:2]1[C:6]2[CH:7]=[CH:8][CH:9]=[CH:10][C:5]=2[N:4]=[C:3]1[CH:11]=O.[C:13]([O:17][C:18](=[O:25])[NH:19][CH2:20][CH2:21][CH2:22][CH2:23][NH2:24])([CH3:16])([CH3:15])[CH3:14].[BH-](OC(C)=O)(OC(C)=O)OC(C)=O.[Na+], predict the reaction product. The product is: [C:13]([O:17][C:18](=[O:25])[NH:19][CH2:20][CH2:21][CH2:22][CH2:23][NH:24][CH2:11][C:3]1[N:2]([CH3:1])[C:6]2[CH:7]=[CH:8][CH:9]=[CH:10][C:5]=2[N:4]=1)([CH3:16])([CH3:14])[CH3:15]. (2) The product is: [Br:20][CH2:33]/[CH:32]=[CH:31]/[C:27]1[CH:28]=[CH:29][CH:30]=[C:25]([N+:22]([O-:24])=[O:23])[CH:26]=1. Given the reactants C1(P(C2C=CC=CC=2)C2C=CC=CC=2)C=CC=CC=1.[Br:20]Br.[N+:22]([C:25]1[CH:26]=[C:27](/[CH:31]=[CH:32]/[CH2:33]O)[CH:28]=[CH:29][CH:30]=1)([O-:24])=[O:23], predict the reaction product.